Dataset: Forward reaction prediction with 1.9M reactions from USPTO patents (1976-2016). Task: Predict the product of the given reaction. Given the reactants Cl.[O:2]([C:9]1[CH:14]=[CH:13][C:12]([C@@H:15]([NH2:17])[CH3:16])=[CH:11][CH:10]=1)[C:3]1[CH:8]=[CH:7][CH:6]=[CH:5][CH:4]=1.Cl[C:19]1[N:24]=[C:23]([N:25]2[CH2:29][CH2:28][O:27][C:26]2=[O:30])[C:22]([F:31])=[CH:21][N:20]=1.CCN([CH:38]([CH3:40])[CH3:39])C(C)C.[F-].[K+].[CH3:43]S(C)=O, predict the reaction product. The product is: [F:31][C:22]1[C:23]([N:25]2[C:29]3([CH2:39][CH2:38][CH2:40][CH2:43]3)[CH2:28][O:27][C:26]2=[O:30])=[N:24][C:19]([NH:17][C@H:15]([C:12]2[CH:11]=[CH:10][C:9]([O:2][C:3]3[CH:8]=[CH:7][CH:6]=[CH:5][CH:4]=3)=[CH:14][CH:13]=2)[CH3:16])=[N:20][CH:21]=1.